This data is from Forward reaction prediction with 1.9M reactions from USPTO patents (1976-2016). The task is: Predict the product of the given reaction. (1) Given the reactants Br[C:2]1[S:6][C:5]2[C:7]3[S:8][C:9](Br)=[CH:10][C:11]=3[C:12]3[C:17]([C:4]=2[CH:3]=1)=[CH:16][C:15]([CH2:18][CH2:19][CH2:20][CH2:21][CH2:22][CH2:23][CH2:24][CH3:25])=[C:14]([CH2:26][CH2:27][CH2:28][CH2:29][CH2:30][CH2:31][CH2:32][CH3:33])[CH:13]=3.C([Mg]Br)CCCCCCC.C(C1C=CC=CC=1CCCCCCCC)CCCCCCC.S1C=CC(B(O)O)=C1, predict the reaction product. The product is: [S:6]1[CH:2]=[CH:3][C:4]([C:17]2[C:12]([C:11]3[CH:10]=[CH:9][S:8][CH:7]=3)=[CH:13][C:14]([CH2:26][CH2:27][CH2:28][CH2:29][CH2:30][CH2:31][CH2:32][CH3:33])=[C:15]([CH2:18][CH2:19][CH2:20][CH2:21][CH2:22][CH2:23][CH2:24][CH3:25])[CH:16]=2)=[CH:5]1.[CH2:18]([C:15]1[CH:16]=[C:17]2[C:4]3[CH:3]=[CH:2][S:6][C:5]=3[C:7]3[S:8][CH:9]=[CH:10][C:11]=3[C:12]2=[CH:13][C:14]=1[CH2:26][CH2:27][CH2:28][CH2:29][CH2:30][CH2:31][CH2:32][CH3:33])[CH2:19][CH2:20][CH2:21][CH2:22][CH2:23][CH2:24][CH3:25]. (2) The product is: [CH2:21]([C:23]1[C:30]([C:2]2[N:6]=[C:5]([C:7]3[CH:12]=[CH:11][C:10]([O:13][CH:14]([CH3:16])[CH3:15])=[C:9]([C:17]([F:20])([F:19])[F:18])[CH:8]=3)[S:4][N:3]=2)=[CH:29][CH:28]=[CH:27][C:24]=1[CH:25]=[O:26])[CH3:22]. Given the reactants Br[C:2]1[N:6]=[C:5]([C:7]2[CH:12]=[CH:11][C:10]([O:13][CH:14]([CH3:16])[CH3:15])=[C:9]([C:17]([F:20])([F:19])[F:18])[CH:8]=2)[S:4][N:3]=1.[CH2:21]([C:23]1[C:30](B2OC(C)(C)C(C)(C)O2)=[CH:29][CH:28]=[CH:27][C:24]=1[CH:25]=[O:26])[CH3:22].P([O-])([O-])([O-])=O.[K+].[K+].[K+].O, predict the reaction product. (3) Given the reactants C(OC([N:8]1[C:12]2=[C:13]([Cl:25])[N:14]=[CH:15][C:16]([C:17]([N:19]3[CH2:24][CH2:23][CH2:22][CH2:21][CH2:20]3)=[O:18])=[C:11]2[C:10]([CH3:26])=[CH:9]1)=O)(C)(C)C.[C:27]([C:29]1[CH:30]=[C:31]([CH:33]=[CH:34][CH:35]=1)[NH2:32])#[N:28].C(OCC)C.Cl, predict the reaction product. The product is: [ClH:25].[C:27]([C:29]1[CH:30]=[C:31]([NH:32][C:13]2[N:14]=[CH:15][C:16]([C:17]([N:19]3[CH2:20][CH2:21][CH2:22][CH2:23][CH2:24]3)=[O:18])=[C:11]3[C:10]([CH3:26])=[CH:9][NH:8][C:12]=23)[CH:33]=[CH:34][CH:35]=1)#[N:28]. (4) The product is: [C:15]([C:17]1[CH:18]=[CH:19][C:20]([CH2:23][CH2:24][C:25]2[C:29]3[C:30]([OH:34])=[CH:31][CH:32]=[CH:33][C:28]=3[O:27][CH:26]=2)=[CH:21][CH:22]=1)(=[NH:3])[NH2:16]. Given the reactants C[Si](C)(C)[NH:3][Si](C)(C)C.C([Li])CCC.[C:15]([C:17]1[CH:22]=[CH:21][C:20]([CH2:23][CH2:24][C:25]2[C:29]3[C:30]([OH:34])=[CH:31][CH:32]=[CH:33][C:28]=3[O:27][CH:26]=2)=[CH:19][CH:18]=1)#[N:16].Cl, predict the reaction product.